Dataset: Forward reaction prediction with 1.9M reactions from USPTO patents (1976-2016). Task: Predict the product of the given reaction. Given the reactants [CH3:1][NH:2][C:3]1[CH:4]=[N:5][CH:6]=[CH:7][C:8]=1[C:9]1[CH:14]=[CH:13][CH:12]=[CH:11][C:10]=1[CH3:15].[CH3:16][C:17]1[CH:18]=[C:19]([CH:23]=[C:24]([CH3:26])[CH:25]=1)[C:20]([OH:22])=O, predict the reaction product. The product is: [CH3:26][C:24]1[CH:23]=[C:19]([CH:18]=[C:17]([CH3:16])[CH:25]=1)[C:20]([N:2]([CH3:1])[C:3]1[CH:4]=[N:5][CH:6]=[CH:7][C:8]=1[C:9]1[CH:14]=[CH:13][CH:12]=[CH:11][C:10]=1[CH3:15])=[O:22].